From a dataset of Forward reaction prediction with 1.9M reactions from USPTO patents (1976-2016). Predict the product of the given reaction. Given the reactants [F:1][C:2]([F:7])([F:6])[C:3]([OH:5])=[O:4].FC(F)(F)C(O)=O.[Cl:15][C:16]1[CH:17]=[N:18][C:19]2[NH:20][C:21]3[CH:22]=[CH:23][CH:24]=[C:25]([CH:46]=3)[CH2:26][CH2:27][C:28]3[CH:36]=[C:32]([NH:33][C:34]=1[N:35]=2)[CH:31]=[CH:30][C:29]=3[NH:37][C:38]([CH:40]1[CH2:45][CH2:44][NH:43][CH2:42][CH2:41]1)=[O:39].[N:47]([C:50]1[CH:55]=[CH:54][CH:53]=[C:52]([O:56][CH3:57])[CH:51]=1)=[C:48]=[O:49], predict the reaction product. The product is: [F:1][C:2]([F:7])([F:6])[C:3]([OH:5])=[O:4].[Cl:15][C:16]1[CH:17]=[N:18][C:19]2[NH:20][C:21]3[CH:22]=[CH:23][CH:24]=[C:25]([CH:46]=3)[CH2:26][CH2:27][C:28]3[CH:36]=[C:32]([NH:33][C:34]=1[N:35]=2)[CH:31]=[CH:30][C:29]=3[NH:37][C:38]([CH:40]1[CH2:45][CH2:44][N:43]([C:48]([NH:47][C:50]2[CH:55]=[CH:54][CH:53]=[C:52]([O:56][CH3:57])[CH:51]=2)=[O:49])[CH2:42][CH2:41]1)=[O:39].